Task: Predict which catalyst facilitates the given reaction.. Dataset: Catalyst prediction with 721,799 reactions and 888 catalyst types from USPTO (1) Reactant: Br[C:2]1[CH:22]=[CH:21][C:5]([C:6]([N:8]2[CH2:13][CH2:12][N:11]([C:14]([O:16][C:17]([CH3:20])([CH3:19])[CH3:18])=[O:15])[CH2:10][CH2:9]2)=[O:7])=[C:4]([N:23]2[CH2:28][CH2:27][N:26]([C:29]([O:31][C:32]([CH3:35])([CH3:34])[CH3:33])=[O:30])[CH2:25][CH2:24]2)[CH:3]=1.CC1(C)C(C)(C)OB([C:44]2[CH:45]=[CH:46][C:47]3[N:48]([C:50]([C:53]4[CH:60]=[CH:59][C:56]([C:57]#[N:58])=[CH:55][CH:54]=4)=[CH:51][N:52]=3)[CH:49]=2)O1.[O-]P([O-])([O-])=O.[K+].[K+].[K+]. Product: [C:32]([O:31][C:29]([N:26]1[CH2:25][CH2:24][N:23]([C:4]2[CH:3]=[C:2]([C:44]3[CH:45]=[CH:46][C:47]4[N:48]([C:50]([C:53]5[CH:60]=[CH:59][C:56]([C:57]#[N:58])=[CH:55][CH:54]=5)=[CH:51][N:52]=4)[CH:49]=3)[CH:22]=[CH:21][C:5]=2[C:6]([N:8]2[CH2:9][CH2:10][N:11]([C:14]([O:16][C:17]([CH3:20])([CH3:19])[CH3:18])=[O:15])[CH2:12][CH2:13]2)=[O:7])[CH2:28][CH2:27]1)=[O:30])([CH3:34])([CH3:35])[CH3:33]. The catalyst class is: 667. (2) Reactant: [CH2:1]([C:5]1([CH2:36][CH2:37][CH2:38][CH3:39])[C:17]2[CH:16]=[C:15]([C:18]#[C:19][C:20]3[S:24][C:23]([CH:25]=[O:26])=[CH:22][CH:21]=3)[CH:14]=[CH:13][C:12]=2[C:11]2[C:6]1=[CH:7][C:8]([C:27]#[C:28][C:29]1[S:33][C:32]([CH:34]=O)=[CH:31][CH:30]=1)=[CH:9][CH:10]=2)[CH2:2][CH2:3][CH3:4].[I-].[CH2:41]([N:47]([CH2:74][CH2:75][CH2:76][CH2:77][CH2:78][CH3:79])[C:48]1[CH:53]=[CH:52][C:51]([CH2:54][P+](C2C=CC=CC=2)(C2C=CC=CC=2)C2C=CC=CC=2)=[CH:50][CH:49]=1)[CH2:42][CH2:43][CH2:44][CH2:45][CH3:46].C(O[K])(C)(C)C. Product: [CH2:74]([N:47]([CH2:41][CH2:42][CH2:43][CH2:44][CH2:45][CH3:46])[C:48]1[CH:49]=[CH:50][C:51](/[CH:54]=[CH:34]/[C:32]2[S:33][C:29]([C:28]#[C:27][C:8]3[CH:7]=[C:6]4[C:11]([C:12]5[CH:13]=[CH:14][C:15]([C:18]#[C:19][C:20]6[S:24][C:23]([CH:25]=[O:26])=[CH:22][CH:21]=6)=[CH:16][C:17]=5[C:5]4([CH2:36][CH2:37][CH2:38][CH3:39])[CH2:1][CH2:2][CH2:3][CH3:4])=[CH:10][CH:9]=3)=[CH:30][CH:31]=2)=[CH:52][CH:53]=1)[CH2:75][CH2:76][CH2:77][CH2:78][CH3:79]. The catalyst class is: 2. (3) Reactant: [N+:1]([C:4]1[CH:5]=[C:6]([CH:11]=[C:12]([N+]([O-])=O)[CH:13]=1)[C:7]([O:9][CH3:10])=[O:8])([O-:3])=[O:2].[CH3:17][O-:18].[Na+].[Na]. Product: [CH3:17][O:18][C:12]1[CH:11]=[C:6]([CH:5]=[C:4]([N+:1]([O-:3])=[O:2])[CH:13]=1)[C:7]([O:9][CH3:10])=[O:8]. The catalyst class is: 5. (4) Reactant: [Cl:1][C:2]1[CH:12]=[CH:11][CH:10]=[CH:9][C:3]=1[C:4]([N:6]=[C:7]=[O:8])=[O:5].[NH2:13][C:14]1[CH:28]=[C:27]([Cl:29])[C:17]([O:18][CH2:19][CH2:20][CH2:21][CH2:22][CH2:23][C:24]([OH:26])=[O:25])=[C:16]([Cl:30])[CH:15]=1. Product: [Cl:29][C:27]1[CH:28]=[C:14]([NH:13][C:7]([NH:6][C:4](=[O:5])[C:3]2[CH:9]=[CH:10][CH:11]=[CH:12][C:2]=2[Cl:1])=[O:8])[CH:15]=[C:16]([Cl:30])[C:17]=1[O:18][CH2:19][CH2:20][CH2:21][CH2:22][CH2:23][C:24]([OH:26])=[O:25]. The catalyst class is: 10.